This data is from Catalyst prediction with 721,799 reactions and 888 catalyst types from USPTO. The task is: Predict which catalyst facilitates the given reaction. (1) Reactant: [CH2:1]([N:8](C)[C:9]1[C:10]2[CH2:34][O:33][C:32]([CH3:36])([CH3:35])[CH2:31][C:11]=2[C:12]2[C:16]3=[N:17][CH:18]=[N:19][C:20]([NH:21][CH2:22][CH2:23][N:24]4[CH2:29][CH2:28][O:27][CH2:26][CH2:25]4)=[C:15]3[S:14][C:13]=2[N:30]=1)C1C=CC=CC=1.[Cl-].[Al+3].[Cl-].[Cl-]. Product: [CH3:1][NH:8][C:9]1[C:10]2[CH2:34][O:33][C:32]([CH3:36])([CH3:35])[CH2:31][C:11]=2[C:12]2[C:16]3=[N:17][CH:18]=[N:19][C:20]([NH:21][CH2:22][CH2:23][N:24]4[CH2:29][CH2:28][O:27][CH2:26][CH2:25]4)=[C:15]3[S:14][C:13]=2[N:30]=1. The catalyst class is: 133. (2) Reactant: [Br:1][C:2]1[S:3][CH:4]=[C:5]([Br:7])[CH:6]=1.[Cl:8][S:9](O)(=[O:11])=[O:10].O. Product: [Br:7][C:5]1[CH:6]=[C:2]([Br:1])[S:3][C:4]=1[S:9]([Cl:8])(=[O:11])=[O:10]. The catalyst class is: 2. (3) Reactant: [F:1][CH:2]([F:23])[O:3][C:4]1[C:5]([OH:22])=[C:6]([C:12]2[CH:13]=[C:14]3[C:18](=[CH:19][CH:20]=2)[C:17](=[O:21])[O:16][CH2:15]3)[CH:7]=[CH:8][C:9]=1[O:10][CH3:11].C(=O)([O-])[O-].[K+].[K+].Br[CH2:31][C:32]1[CH:40]=[CH:39][C:35]([C:36]([NH2:38])=[O:37])=[CH:34][CH:33]=1. Product: [F:23][CH:2]([F:1])[O:3][C:4]1[C:9]([O:10][CH3:11])=[CH:8][CH:7]=[C:6]([C:12]2[CH:13]=[C:14]3[C:18](=[CH:19][CH:20]=2)[C:17](=[O:21])[O:16][CH2:15]3)[C:5]=1[O:22][CH2:31][C:32]1[CH:40]=[CH:39][C:35]([C:36]([NH2:38])=[O:37])=[CH:34][CH:33]=1. The catalyst class is: 10. (4) Reactant: Cl[C:2]1[N:7]=[C:6]([NH:8][C:9]2[CH:14]=[CH:13][CH:12]=[C:11]([CH3:15])[CH:10]=2)[C:5]([C:16]([NH2:18])=[O:17])=[CH:4][N:3]=1.[NH2:19][C:20]1[CH:28]=[CH:27][C:23]([CH2:24][CH2:25][OH:26])=[CH:22][CH:21]=1.C(N(C(C)C)CC)(C)C.CN1C(=O)CCC1. Product: [OH:26][CH2:25][CH2:24][C:23]1[CH:27]=[CH:28][C:20]([NH:19][C:2]2[N:7]=[C:6]([NH:8][C:9]3[CH:14]=[CH:13][CH:12]=[C:11]([CH3:15])[CH:10]=3)[C:5]([C:16]([NH2:18])=[O:17])=[CH:4][N:3]=2)=[CH:21][CH:22]=1. The catalyst class is: 84. (5) Reactant: [NH2:1][C@@H:2]1[C:16](=[O:17])[N:15]2[CH2:18][C@H:19]([O:21][C:22]3[C:23]4[O:40][C:39]5[CH:41]=[CH:42][CH:43]=[CH:44][C:38]=5[C:24]=4[N:25]=[C:26]([C:28]4[CH:33]=[CH:32][C:31]([C:34]([F:37])([F:36])[F:35])=[CH:30][CH:29]=4)[N:27]=3)[CH2:20][C@H:14]2[C:13](=[O:45])[NH:12][C@:11]2([C:47]([NH:49][S:50]([CH:53]3[CH2:55][CH2:54]3)(=[O:52])=[O:51])=[O:48])[CH2:46][C@H:10]2[CH:9]=[CH:8][CH2:7][CH2:6][CH2:5][CH2:4][CH2:3]1.C(N(CC)CC)C.[N:63]1([C:68](N2C=CN=C2)=[S:69])C=CN=C1.N.CO. Product: [CH:53]1([S:50]([NH:49][C:47]([C@@:11]23[CH2:46][C@H:10]2[CH:9]=[CH:8][CH2:7][CH2:6][CH2:5][CH2:4][CH2:3][C@H:2]([NH:1][C:68]([NH2:63])=[S:69])[C:16](=[O:17])[N:15]2[CH2:18][C@H:19]([O:21][C:22]4[C:23]5[O:40][C:39]6[CH:41]=[CH:42][CH:43]=[CH:44][C:38]=6[C:24]=5[N:25]=[C:26]([C:28]5[CH:29]=[CH:30][C:31]([C:34]([F:36])([F:37])[F:35])=[CH:32][CH:33]=5)[N:27]=4)[CH2:20][C@H:14]2[C:13](=[O:45])[NH:12]3)=[O:48])(=[O:51])=[O:52])[CH2:55][CH2:54]1. The catalyst class is: 1. (6) Reactant: [N:1]([C:4]1[C:9]([CH3:10])=[CH:8][N:7]2[N:11]=[CH:12][C:13]([C:14]([O:16][C:17]([CH3:20])([CH3:19])[CH3:18])=[O:15])=[C:6]2[N:5]=1)=[N+:2]=[N-:3].[C:21]1(P(C2C=CC=CC=2)(C2C=CC=CC=2)=C(C)C=O)[CH:26]=CC=C[CH:22]=1. Product: [CH3:10][C:9]1[C:4]([N:1]2[CH:22]=[C:21]([CH3:26])[N:3]=[N:2]2)=[N:5][C:6]2[N:7]([N:11]=[CH:12][C:13]=2[C:14]([O:16][C:17]([CH3:20])([CH3:19])[CH3:18])=[O:15])[CH:8]=1. The catalyst class is: 7.